Task: Predict which catalyst facilitates the given reaction.. Dataset: Catalyst prediction with 721,799 reactions and 888 catalyst types from USPTO (1) Reactant: Cl.[CH3:2][C:3]1([CH3:22])[C:7]([CH3:9])([CH3:8])[O:6][B:5]([C:10]2[CH:15]=[CH:14][C:13]([N:16]3[CH2:21][CH2:20][NH:19][CH2:18][CH2:17]3)=[CH:12][CH:11]=2)[O:4]1.CCN(CC)CC.[CH3:30][S:31](Cl)(=[O:33])=[O:32]. Product: [CH3:30][S:31]([N:19]1[CH2:18][CH2:17][N:16]([C:13]2[CH:12]=[CH:11][C:10]([B:5]3[O:4][C:3]([CH3:22])([CH3:2])[C:7]([CH3:8])([CH3:9])[O:6]3)=[CH:15][CH:14]=2)[CH2:21][CH2:20]1)(=[O:33])=[O:32]. The catalyst class is: 2. (2) Reactant: [N:1]1[CH:6]=[CH:5][CH:4]=[CH:3][C:2]=1[C:7]1[CH:8]=[N:9][NH:10][C:11]=1[NH2:12].[O:13]1[C:17]2[CH:18]=[CH:19][C:20]([C:22](=O)[CH2:23][C:24](OC)=[O:25])=[CH:21][C:16]=2[CH2:15][CH2:14]1. Product: [O:13]1[C:17]2[CH:18]=[CH:19][C:20]([C:22]3[NH:12][C:11]4[N:10]([N:9]=[CH:8][C:7]=4[C:2]4[CH:3]=[CH:4][CH:5]=[CH:6][N:1]=4)[C:24](=[O:25])[CH:23]=3)=[CH:21][C:16]=2[CH2:15][CH2:14]1. The catalyst class is: 15. (3) Product: [CH2:27]([CH:22]([CH2:23][CH2:24][CH2:25][CH3:26])[CH2:21][O:20][C:15]1[CH:16]=[CH:17][C:18]([Br:1])=[CH:19][C:14]=1[O:13][CH2:12][CH:11]([CH2:9][CH3:10])[CH2:29][CH2:30][CH2:31][CH3:32])[CH3:28]. Reactant: [Br:1]N1C(=O)CCC1=O.[CH2:9]([CH:11]([CH2:29][CH2:30][CH2:31][CH3:32])[CH2:12][O:13][C:14]1[CH:19]=[CH:18][CH:17]=[CH:16][C:15]=1[O:20][CH2:21][CH:22]([CH2:27][CH3:28])[CH2:23][CH2:24][CH2:25][CH3:26])[CH3:10].O. The catalyst class is: 7. (4) Reactant: [CH3:1][C:2]1[C:11]([CH3:12])=[CH:10][C:9]2[C:4](=[C:5]([C:13]([OH:15])=O)[CH:6]=[CH:7][CH:8]=2)[N:3]=1.C(Cl)(=O)C([Cl:19])=O. Product: [ClH:19].[CH3:1][C:2]1[C:11]([CH3:12])=[CH:10][C:9]2[C:4](=[C:5]([C:13]([Cl:19])=[O:15])[CH:6]=[CH:7][CH:8]=2)[N:3]=1. The catalyst class is: 120. (5) Reactant: [O:1]([C:8]1[CH:13]=[CH:12][C:11]([CH2:14][NH:15][C:16](=[O:24])[C:17]2[CH:22]=[CH:21][CH:20]=[N:19][C:18]=2[NH2:23])=[CH:10][CH:9]=1)[C:2]1[CH:7]=[CH:6][CH:5]=[CH:4][CH:3]=1.[Cl:25]N1C(=O)CCC1=O. Product: [O:1]([C:8]1[CH:9]=[CH:10][C:11]([CH2:14][NH:15][C:16](=[O:24])[C:17]2[CH:22]=[C:21]([Cl:25])[CH:20]=[N:19][C:18]=2[NH2:23])=[CH:12][CH:13]=1)[C:2]1[CH:3]=[CH:4][CH:5]=[CH:6][CH:7]=1. The catalyst class is: 22. (6) Reactant: [CH:1]([C:3]1[CH:10]=[CH:9][C:6]([C:7]#[N:8])=[CH:5][CH:4]=1)=[O:2].[N+:11]([CH2:13]S(C1C=CC(C)=CC=1)(=O)=O)#[C-:12].C(=O)([O-])[O-].[K+].[K+]. Product: [O:2]1[C:1]([C:3]2[CH:10]=[CH:9][C:6]([C:7]#[N:8])=[CH:5][CH:4]=2)=[CH:13][N:11]=[CH:12]1. The catalyst class is: 5. (7) Reactant: [Cl:1][C:2]1[CH:3]=[C:4]([CH:8]=[C:9]([Cl:11])[CH:10]=1)[CH:5]=[N:6][OH:7].ClN1C(=O)CCC1=O.[OH:20][CH2:21][C:22](=[CH2:28])[C:23]([O:25][CH2:26][CH3:27])=[O:24].C(N(CC)CC)C. Product: [Cl:1][C:2]1[CH:3]=[C:4]([C:5]2[CH2:28][C:22]([CH2:21][OH:20])([C:23]([O:25][CH2:26][CH3:27])=[O:24])[O:7][N:6]=2)[CH:8]=[C:9]([Cl:11])[CH:10]=1. The catalyst class is: 3.